This data is from Catalyst prediction with 721,799 reactions and 888 catalyst types from USPTO. The task is: Predict which catalyst facilitates the given reaction. Reactant: [O:1]=[C:2]1[C:10]2([C:14]3=[CH:15][C:16]4[O:20][CH2:19][O:18][C:17]=4[CH:21]=[C:13]3[O:12][CH2:11]2)[C:9]2[C:4](=[CH:5][CH:6]=[CH:7][CH:8]=2)[N:3]1[CH2:22][CH2:23][C:24]#[N:25].[NH2:26][OH:27]. The catalyst class is: 16. Product: [OH:27][N:26]=[C:24]([NH2:25])[CH2:23][CH2:22][N:3]1[C:4]2[C:9](=[CH:8][CH:7]=[CH:6][CH:5]=2)[C:10]2([C:14]3=[CH:15][C:16]4[O:20][CH2:19][O:18][C:17]=4[CH:21]=[C:13]3[O:12][CH2:11]2)[C:2]1=[O:1].